Regression/Classification. Given a drug SMILES string, predict its absorption, distribution, metabolism, or excretion properties. Task type varies by dataset: regression for continuous measurements (e.g., permeability, clearance, half-life) or binary classification for categorical outcomes (e.g., BBB penetration, CYP inhibition). Dataset: cyp2d6_veith. From a dataset of CYP2D6 inhibition data for predicting drug metabolism from PubChem BioAssay. (1) The drug is CC(C)NC(=O)N1CCC2(CC1)CCN(C(=O)c1ccncc1)CC2. The result is 0 (non-inhibitor). (2) The compound is C/C(CC(=O)NC1CCCC1)=N\NC(=O)Cc1cccs1. The result is 0 (non-inhibitor). (3) The compound is O=C(NCCc1ccc(Cl)cc1)Nc1cccc(Cl)c1. The result is 1 (inhibitor). (4) The molecule is O=C1C2CCCN2c2ccc(S(=O)(=O)N3CCOCC3)cc2N1Cc1cccc(C(F)(F)F)c1. The result is 0 (non-inhibitor).